From a dataset of Full USPTO retrosynthesis dataset with 1.9M reactions from patents (1976-2016). Predict the reactants needed to synthesize the given product. (1) Given the product [CH2:25]([O:32][C:33]([N:35]1[CH2:36][CH2:37][CH:38]([C:41]2[CH:42]=[C:43]([C:45]3[CH:46]=[CH:47][C:48]([O:51][CH2:52][C:53]4[CH:54]=[CH:55][CH:56]=[CH:57][CH:58]=4)=[CH:49][CH:50]=3)[N:16]([C:13]3[CH:12]=[CH:11][C:10]([O:9][CH2:2][C:3]4[CH:4]=[CH:5][CH:6]=[CH:7][CH:8]=4)=[CH:15][CH:14]=3)[N:17]=2)[CH2:39][CH2:40]1)=[O:34])[C:26]1[CH:27]=[CH:28][CH:29]=[CH:30][CH:31]=1, predict the reactants needed to synthesize it. The reactants are: Cl.[CH2:2]([O:9][C:10]1[CH:15]=[CH:14][C:13]([NH:16][NH2:17])=[CH:12][CH:11]=1)[C:3]1[CH:8]=[CH:7][CH:6]=[CH:5][CH:4]=1.C(N(CC)CC)C.[CH2:25]([O:32][C:33]([N:35]1[CH2:40][CH2:39][CH:38]([C:41](=O)[CH2:42][C:43]([C:45]2[CH:50]=[CH:49][C:48]([O:51][CH2:52][C:53]3[CH:58]=[CH:57][CH:56]=[CH:55][CH:54]=3)=[CH:47][CH:46]=2)=O)[CH2:37][CH2:36]1)=[O:34])[C:26]1[CH:31]=[CH:30][CH:29]=[CH:28][CH:27]=1. (2) Given the product [F:30][C:28]([F:31])([F:29])[C:27]([C:24]1[CH:23]=[CH:22][C:21]([N:8]2[CH2:9][CH2:10][N:11]([S:13]([C:16]3[S:17][CH:18]=[CH:19][CH:20]=3)(=[O:14])=[O:15])[CH2:12][C@@H:7]2[CH2:6][S:46][C:40]2[CH:45]=[CH:44][CH:43]=[CH:42][CH:41]=2)=[CH:26][CH:25]=1)([OH:33])[CH3:32], predict the reactants needed to synthesize it. The reactants are: CS(O[CH2:6][C@H:7]1[CH2:12][N:11]([S:13]([C:16]2[S:17][CH:18]=[CH:19][CH:20]=2)(=[O:15])=[O:14])[CH2:10][CH2:9][N:8]1[C:21]1[CH:26]=[CH:25][C:24]([C:27]([OH:33])([CH3:32])[C:28]([F:31])([F:30])[F:29])=[CH:23][CH:22]=1)(=O)=O.C(=O)([O-])[O-].[K+].[K+].[C:40]1([SH:46])[CH:45]=[CH:44][CH:43]=[CH:42][CH:41]=1.